Dataset: NCI-60 drug combinations with 297,098 pairs across 59 cell lines. Task: Regression. Given two drug SMILES strings and cell line genomic features, predict the synergy score measuring deviation from expected non-interaction effect. (1) Drug 1: CNC(=O)C1=CC=CC=C1SC2=CC3=C(C=C2)C(=NN3)C=CC4=CC=CC=N4. Drug 2: CC(CN1CC(=O)NC(=O)C1)N2CC(=O)NC(=O)C2. Cell line: NCI-H226. Synergy scores: CSS=5.19, Synergy_ZIP=-2.67, Synergy_Bliss=-2.06, Synergy_Loewe=-5.97, Synergy_HSA=-3.21. (2) Drug 1: C1=NC2=C(N=C(N=C2N1C3C(C(C(O3)CO)O)O)F)N. Drug 2: CN1C2=C(C=C(C=C2)N(CCCl)CCCl)N=C1CCCC(=O)O.Cl. Cell line: SNB-75. Synergy scores: CSS=0.997, Synergy_ZIP=-0.131, Synergy_Bliss=0.373, Synergy_Loewe=0.0124, Synergy_HSA=-0.298. (3) Drug 1: C1=CC(=C2C(=C1NCCNCCO)C(=O)C3=C(C=CC(=C3C2=O)O)O)NCCNCCO. Synergy scores: CSS=51.4, Synergy_ZIP=-8.33, Synergy_Bliss=-16.0, Synergy_Loewe=-19.4, Synergy_HSA=-14.3. Drug 2: C1=NC2=C(N1)C(=S)N=CN2. Cell line: 786-0. (4) Drug 1: CC1=C(C(=O)C2=C(C1=O)N3CC4C(C3(C2COC(=O)N)OC)N4)N. Drug 2: CC(C)CN1C=NC2=C1C3=CC=CC=C3N=C2N. Cell line: SNB-19. Synergy scores: CSS=29.5, Synergy_ZIP=1.90, Synergy_Bliss=2.12, Synergy_Loewe=-4.72, Synergy_HSA=1.43. (5) Drug 1: C1=CC(=CC=C1CCC2=CNC3=C2C(=O)NC(=N3)N)C(=O)NC(CCC(=O)O)C(=O)O. Drug 2: CNC(=O)C1=NC=CC(=C1)OC2=CC=C(C=C2)NC(=O)NC3=CC(=C(C=C3)Cl)C(F)(F)F. Cell line: HCT116. Synergy scores: CSS=38.6, Synergy_ZIP=-4.16, Synergy_Bliss=-6.45, Synergy_Loewe=-7.41, Synergy_HSA=-1.92. (6) Cell line: SF-295. Synergy scores: CSS=38.7, Synergy_ZIP=-0.924, Synergy_Bliss=0.111, Synergy_Loewe=-34.9, Synergy_HSA=-0.248. Drug 2: C1=CC(=CC=C1CCCC(=O)O)N(CCCl)CCCl. Drug 1: C1CN1C2=NC(=NC(=N2)N3CC3)N4CC4. (7) Drug 1: C1CCN(CC1)CCOC2=CC=C(C=C2)C(=O)C3=C(SC4=C3C=CC(=C4)O)C5=CC=C(C=C5)O. Drug 2: C(CCl)NC(=O)N(CCCl)N=O. Cell line: OVCAR-5. Synergy scores: CSS=-2.97, Synergy_ZIP=4.68, Synergy_Bliss=4.41, Synergy_Loewe=-0.685, Synergy_HSA=-0.947. (8) Drug 1: CC1OCC2C(O1)C(C(C(O2)OC3C4COC(=O)C4C(C5=CC6=C(C=C35)OCO6)C7=CC(=C(C(=C7)OC)O)OC)O)O. Drug 2: C1=NC2=C(N=C(N=C2N1C3C(C(C(O3)CO)O)F)Cl)N. Cell line: BT-549. Synergy scores: CSS=37.9, Synergy_ZIP=-7.76, Synergy_Bliss=-6.36, Synergy_Loewe=-3.85, Synergy_HSA=-0.714.